Predict which catalyst facilitates the given reaction. From a dataset of Catalyst prediction with 721,799 reactions and 888 catalyst types from USPTO. (1) Reactant: [CH3:1][O:2][C:3]([CH2:5][C@H:6]1[CH2:9][C@H:8]([O:10]C(=O)C2C=CC([N+]([O-])=O)=CC=2)[CH2:7]1)=[O:4].O.C1COCC1.C([O-])([O-])=O.[K+].[K+]. The catalyst class is: 5. Product: [CH3:1][O:2][C:3](=[O:4])[CH2:5][C@H:6]1[CH2:9][C@H:8]([OH:10])[CH2:7]1. (2) Reactant: [NH2:1][C:2]1[N:7]=[C:6]([N:8]2[C@H:13]([CH3:14])[CH2:12][CH2:11][C@H:10]([C:15]([NH:17][CH2:18][CH2:19][C:20]3[CH:25]=[CH:24][CH:23]=[CH:22][CH:21]=3)=[O:16])[CH2:9]2)[CH:5]=[C:4]([C:26]2[CH:31]=[CH:30][C:29]([C:32]#[N:33])=[C:28](F)[CH:27]=2)[N:3]=1.CCO.CCN(C(C)C)C(C)C.[NH2:47][NH2:48]. Product: [NH2:1][C:2]1[N:7]=[C:6]([N:8]2[C@H:13]([CH3:14])[CH2:12][CH2:11][C@H:10]([C:15]([NH:17][CH2:18][CH2:19][C:20]3[CH:25]=[CH:24][CH:23]=[CH:22][CH:21]=3)=[O:16])[CH2:9]2)[CH:5]=[C:4]([C:26]2[CH:27]=[C:28]3[C:29]([C:32]([NH2:33])=[N:47][NH:48]3)=[CH:30][CH:31]=2)[N:3]=1. The catalyst class is: 72. (3) The catalyst class is: 5. Reactant: [C:1]([CH2:3][C:4]([N:6]([CH2:18][CH2:19][C:20]([O:22]CC)=O)[C:7]1[CH:12]=[CH:11][C:10]([C:13]([C:16]#[N:17])([CH3:15])[CH3:14])=[CH:9][CH:8]=1)=[O:5])#[N:2].N1(C2CCCCCCCCCC2)CCCN=CCCCCC1. Product: [C:16]([C:13]([C:10]1[CH:11]=[CH:12][C:7]([N:6]2[CH2:18][CH2:19][C:20]([OH:22])=[C:3]([C:1]#[N:2])[C:4]2=[O:5])=[CH:8][CH:9]=1)([CH3:15])[CH3:14])#[N:17]. (4) Reactant: [O:1]=[C:2]([CH2:12][CH2:13][CH2:14][CH2:15][CH2:16][CH3:17])[CH2:3][CH2:4][C:5]([O:7][CH2:8]C(C)C)=[O:6].[OH-].[Na+]. Product: [O:1]=[C:2]([CH2:12][CH2:13][CH2:14][CH2:15][CH2:16][CH3:17])[CH2:3][CH2:4][C:5]([O:7][CH3:8])=[O:6]. The catalyst class is: 5. (5) Reactant: [Cl:1][C:2]1[CH:7]=[C:6]([Cl:8])[N:5]=[C:4]([NH:9][C:10]2[CH:17]=[CH:16][C:13]([C:14]#[N:15])=[CH:12][CH:11]=2)[N:3]=1.[Br:18]N1C(=O)CCC1=O. Product: [Br:18][C:7]1[C:6]([Cl:8])=[N:5][C:4]([NH:9][C:10]2[CH:17]=[CH:16][C:13]([C:14]#[N:15])=[CH:12][CH:11]=2)=[N:3][C:2]=1[Cl:1]. The catalyst class is: 22. (6) Reactant: [CH3:1][N:2]([CH3:28])[C:3]([C:5]1[C:6]2[CH:7]([OH:27])[C@H:8]([OH:26])[C@@H:9]([C:20]3[CH:25]=[CH:24][CH:23]=[CH:22][CH:21]=3)[NH:10][C:11]=2[C:12]2[N:17]=[C:16]([CH3:18])[N:15]([CH3:19])[C:13]=2[CH:14]=1)=[O:4].CS(O)(=O)=O.C(=O)([O-])O.[Na+].[CH2:39](O)[CH2:40][CH2:41][CH3:42]. Product: [CH3:28][N:2]([CH3:1])[C:3]([C:5]1[C:6]2[C@H:7]([O:27][CH2:39][CH2:40][CH2:41][CH3:42])[C@H:8]([OH:26])[C@@H:9]([C:20]3[CH:25]=[CH:24][CH:23]=[CH:22][CH:21]=3)[NH:10][C:11]=2[C:12]2[N:17]=[C:16]([CH3:18])[N:15]([CH3:19])[C:13]=2[CH:14]=1)=[O:4]. The catalyst class is: 4.